From a dataset of Reaction yield outcomes from USPTO patents with 853,638 reactions. Predict the reaction yield, written as a fraction of the theoretical maximum amount of product (1.0 means a 100% yield; for example, 0.34 means a 34% yield). (1) The reactants are [NH2:1][N:2]1[C:10]2[C:6]([N:7]3[N:13]([CH3:14])[C:12](=[O:15])[NH:11][CH:8]3[N:9]=2)=[C:5]([C:16]2[O:17][CH:18]=[CH:19][CH:20]=2)[N:4]=[CH:3]1.CN(C=O)C.C(=O)([O-])[O-].[K+].[K+].CS(O[CH2:37][CH:38]1[CH2:42][CH2:41][N:40]([C:43]2[CH:48]=[CH:47][C:46]([O:49][CH3:50])=[CH:45][CH:44]=2)[CH2:39]1)(=O)=O. The catalyst is O. The product is [NH2:1][N:2]1[C:10]2[C:6]([N:7]3[N:13]([CH3:14])[C:12](=[O:15])[N:11]([CH2:37][CH:38]4[CH2:42][CH2:41][N:40]([C:43]5[CH:48]=[CH:47][C:46]([O:49][CH3:50])=[CH:45][CH:44]=5)[CH2:39]4)[CH:8]3[N:9]=2)=[C:5]([C:16]2[O:17][CH:18]=[CH:19][CH:20]=2)[N:4]=[CH:3]1. The yield is 0.0700. (2) The reactants are [N:1]1[CH:6]=[CH:5][CH:4]=[CH:3][C:2]=1[S:7][C:8]1[CH:13]=[CH:12][C:11]([N+:14]([O-])=O)=[CH:10][CH:9]=1.C([O-])([O-])=O.[K+].[K+]. The catalyst is CC(O)=O.CCOC(C)=O.O.[Fe]. The product is [N:1]1[CH:6]=[CH:5][CH:4]=[CH:3][C:2]=1[S:7][C:8]1[CH:13]=[CH:12][C:11]([NH2:14])=[CH:10][CH:9]=1. The yield is 0.700. (3) The product is [Br:1][C:2]1[CH:7]=[CH:6][C:5]([C:8](=[N:16][OH:17])[CH2:9][CH2:10][C:11]([O:13][CH3:14])=[O:12])=[CH:4][CH:3]=1. The yield is 0.620. The reactants are [Br:1][C:2]1[CH:7]=[CH:6][C:5]([C:8](=O)[CH2:9][CH2:10][C:11]([O:13][CH3:14])=[O:12])=[CH:4][CH:3]=1.[NH2:16][OH:17].Cl.CC(O[Na])=O.C([O-])(O)=O.[Na+]. The catalyst is CO.O. (4) The reactants are C([N-][CH:5]([CH3:7])[CH3:6])(C)C.[Li+].[C:9]([O:14][CH2:15][CH3:16])(=[O:13])[CH:10]([CH3:12])[CH3:11].Br[CH2:18][CH2:19][CH2:20][CH2:21][CH2:22][CH2:23][CH2:24][CH2:25][CH2:26][CH2:27][CH2:28]Br.CN1[C:36](=[O:37])N(C)CCC1.C1C[O:42][CH2:41][CH2:40]1. No catalyst specified. The product is [CH2:41]([O:42][C:36](=[O:37])[C:5]([CH3:6])([CH3:7])[CH2:18][CH2:19][CH2:20][CH2:21][CH2:22][CH2:23][CH2:24][CH2:25][CH2:26][CH2:27][CH2:28][C:10]([CH3:12])([CH3:11])[C:9]([O:14][CH2:15][CH3:16])=[O:13])[CH3:40]. The yield is 0.940.